This data is from Catalyst prediction with 721,799 reactions and 888 catalyst types from USPTO. The task is: Predict which catalyst facilitates the given reaction. (1) Reactant: [CH2:1]([NH:3][C:4]([NH:6][C:7]1[CH:12]=[C:11]([C:13]2[S:14][CH:15]=[C:16]([C:18]([F:21])([F:20])[F:19])[N:17]=2)[C:10](B2OC(C)(C)C(C)(C)O2)=[CH:9][N:8]=1)=[O:5])[CH3:2].I[C:32]1[CH:33]=[C:34]2[C:39](=[CH:40][CH:41]=1)[N:38]([CH2:42][CH2:43][O:44][CH3:45])[CH:37]=[C:36]([C:46]([O:48][CH2:49][CH3:50])=[O:47])[C:35]2=[O:51].C(=O)([O-])[O-].[Cs+].[Cs+].O. Product: [CH2:1]([NH:3][C:4](=[O:5])[NH:6][C:7]1[N:8]=[CH:9][C:10]([C:32]2[CH:33]=[C:34]3[C:39](=[CH:40][CH:41]=2)[N:38]([CH2:42][CH2:43][O:44][CH3:45])[CH:37]=[C:36]([C:46]([O:48][CH2:49][CH3:50])=[O:47])[C:35]3=[O:51])=[C:11]([C:13]2[S:14][CH:15]=[C:16]([C:18]([F:19])([F:20])[F:21])[N:17]=2)[CH:12]=1)[CH3:2]. The catalyst class is: 77. (2) Reactant: C1N=[CH:4][N:3](C(N2C=NC=C2)=O)[CH:2]=1.[CH3:13][O:14][C:15]1[CH:16]=[C:17]2[C:21](=[CH:22][CH:23]=1)[NH:20][C:19]([C:24]([OH:26])=O)=[CH:18]2.CNC.O. Product: [CH3:2][N:3]([CH3:4])[C:24]([C:19]1[NH:20][C:21]2[C:17]([CH:18]=1)=[CH:16][C:15]([O:14][CH3:13])=[CH:23][CH:22]=2)=[O:26]. The catalyst class is: 2. (3) Reactant: [N+:1]([C:4]1[CH:5]=[N:6][C:7]2[CH2:8][CH2:9][CH2:10][CH2:11][C:12]=2[CH:13]=1)([O-])=O.[C:14](OCC)(=[O:16])[CH3:15]. Product: [N:6]1[C:7]2[CH2:8][CH2:9][CH2:10][CH2:11][C:12]=2[CH:13]=[C:4]([NH:1][C:14](=[O:16])[CH3:15])[CH:5]=1. The catalyst class is: 352. (4) Reactant: [C:1]([C:4]1[CH:13]=[CH:12][C:11]2[C:6](=[CH:7][CH:8]=[CH:9][CH:10]=2)[CH:5]=1)(=O)[CH3:2].[NH2:14][C:15]([NH2:17])=[O:16].[O-][CH2:19]C.[Na+:21]. Product: [CH:5]1[C:6]2[C:11](=[CH:10][CH:9]=[CH:8][CH:7]=2)[CH:12]=[CH:13][C:4]=1[C:1]1[CH:2]=[CH:19][N:17]=[C:15]([O-:16])[N:14]=1.[Na+:21]. The catalyst class is: 14. (5) Reactant: [CH2:1]([C:4]1[C:21]2[CH2:20][C:19]3[C:10](=[C:11]([CH2:25][CH2:26][CH3:27])[C:12]4[C:17]([C:18]=3[CH2:22][CH2:23][CH3:24])=[CH:16][CH:15]=[CH:14][CH:13]=4)[CH2:9][C:8]=2[C:7]([CH2:28][CH2:29][CH3:30])=[C:6]([CH2:31][CH2:32][CH3:33])[C:5]=1[CH2:34][CH2:35][CH3:36])[CH2:2][CH3:3].ClC1C(=O)C(C#N)=C(C#N)C(=O)C=1Cl. Product: [CH2:28]([C:7]1[C:8]2[C:21](=[CH:20][C:19]3[C:10]([CH:9]=2)=[C:11]([CH2:25][CH2:26][CH3:27])[C:12]2[C:17](=[CH:16][CH:15]=[CH:14][CH:13]=2)[C:18]=3[CH2:22][CH2:23][CH3:24])[C:4]([CH2:1][CH2:2][CH3:3])=[C:5]([CH2:34][CH2:35][CH3:36])[C:6]=1[CH2:31][CH2:32][CH3:33])[CH2:29][CH3:30]. The catalyst class is: 12. (6) Reactant: [C:1]([C:5]1[CH:23]=[CH:22][C:8]2[O:9][C:10]3[C:17]([C:18]([F:21])([F:20])[F:19])=[CH:16][CH:15]=[CH:14][C:11]=3[CH:12]=[N:13][C:7]=2[CH:6]=1)([CH3:4])([CH3:3])[CH3:2].[CH3:24]/[C:25](/[C:28]([CH3:30])=O)=[N:26]\O. Product: [C:1]([C:5]1[CH:23]=[CH:22][C:8]2[O:9][C:10]3[C:17]([C:18]([F:19])([F:20])[F:21])=[CH:16][CH:15]=[CH:14][C:11]=3[C:12]3[N:13]([C:28]([CH3:30])=[C:25]([CH3:24])[N:26]=3)[C:7]=2[CH:6]=1)([CH3:4])([CH3:2])[CH3:3]. The catalyst class is: 183. (7) Reactant: [Cl:1][C:2]1[N:7]=[C:6](Cl)[C:5]([C:9]([F:12])([F:11])[F:10])=[CH:4][N:3]=1.C(=O)([O-])[O-].[K+].[K+].[NH2:19][C:20]1[CH:25]=[CH:24][C:23]([N:26]2[CH2:31][CH2:30][N:29]([C:32]([O-:34])=[O:33])[CH2:28][CH2:27]2)=[CH:22][C:21]=1[O:35][CH3:36]. Product: [C:5]([O:33][C:32]([N:29]1[CH2:30][CH2:31][N:26]([C:23]2[CH:24]=[CH:25][C:20]([NH:19][C:6]3[C:5]([C:9]([F:12])([F:11])[F:10])=[CH:4][N:3]=[C:2]([Cl:1])[N:7]=3)=[C:21]([O:35][CH3:36])[CH:22]=2)[CH2:27][CH2:28]1)=[O:34])([CH3:9])([CH3:6])[CH3:4]. The catalyst class is: 51.